Dataset: Forward reaction prediction with 1.9M reactions from USPTO patents (1976-2016). Task: Predict the product of the given reaction. Given the reactants [N+:1]([C:4]1[CH:9]=[CH:8][C:7]([S:10]([N:13]2[CH2:18][CH2:17][CH:16]([NH:19][C:20](=[O:23])[CH:21]=[CH2:22])[CH2:15][CH2:14]2)(=[O:12])=[O:11])=[CH:6][CH:5]=1)([O-])=O.C(O)C.[Cl-].[NH4+], predict the reaction product. The product is: [NH2:1][C:4]1[CH:5]=[CH:6][C:7]([S:10]([N:13]2[CH2:14][CH2:15][CH:16]([NH:19][C:20](=[O:23])[CH:21]=[CH2:22])[CH2:17][CH2:18]2)(=[O:11])=[O:12])=[CH:8][CH:9]=1.